This data is from Rat liver microsome stability data. The task is: Regression/Classification. Given a drug SMILES string, predict its absorption, distribution, metabolism, or excretion properties. Task type varies by dataset: regression for continuous measurements (e.g., permeability, clearance, half-life) or binary classification for categorical outcomes (e.g., BBB penetration, CYP inhibition). Dataset: rlm. (1) The drug is COc1cc([C@@]2(O)CCNC[C@@H]2O)ccc1Nc1ncc2ccc(-c3ccccc3N(C)S(C)(=O)=O)n2n1. The result is 0 (unstable in rat liver microsomes). (2) The compound is CN(Cc1ccc(/C=C/C(=O)NO)cc1)CC12CC3CC(CC(C3)C1)C2. The result is 1 (stable in rat liver microsomes). (3) The drug is CNC1=Nc2ccc(Cl)cc2C(c2ccc[nH]2)=NC1. The result is 0 (unstable in rat liver microsomes). (4) The compound is COc1cc(-c2nccc3[nH]c(-c4ccc5[nH]ccc5c4)nc23)cc(OC)c1OC. The result is 0 (unstable in rat liver microsomes). (5) The molecule is CO[C@@H]1[C@H](N(C)C(=O)c2ccccc2)C[C@H]2O[C@]1(C)n1c3ccccc3c3c4c(c5c6ccccc6n2c5c31)C(=O)NC4. The result is 1 (stable in rat liver microsomes). (6) The molecule is O=C1CCCC2=C1C(c1ccccc1Cl)NC(Nc1nc3ccccc3o1)=N2. The result is 1 (stable in rat liver microsomes). (7) The molecule is CN(C)CC(=O)NC(c1ccc(Cl)cc1)c1nc(O)c2cc(-c3cn[nH]c3)ccc2n1. The result is 1 (stable in rat liver microsomes).